From a dataset of NCI-60 drug combinations with 297,098 pairs across 59 cell lines. Regression. Given two drug SMILES strings and cell line genomic features, predict the synergy score measuring deviation from expected non-interaction effect. (1) Drug 1: CCC1=CC2CC(C3=C(CN(C2)C1)C4=CC=CC=C4N3)(C5=C(C=C6C(=C5)C78CCN9C7C(C=CC9)(C(C(C8N6C)(C(=O)OC)O)OC(=O)C)CC)OC)C(=O)OC.C(C(C(=O)O)O)(C(=O)O)O. Drug 2: CCC1(CC2CC(C3=C(CCN(C2)C1)C4=CC=CC=C4N3)(C5=C(C=C6C(=C5)C78CCN9C7C(C=CC9)(C(C(C8N6C=O)(C(=O)OC)O)OC(=O)C)CC)OC)C(=O)OC)O.OS(=O)(=O)O. Cell line: NCI-H226. Synergy scores: CSS=39.3, Synergy_ZIP=3.10, Synergy_Bliss=8.03, Synergy_Loewe=4.94, Synergy_HSA=6.51. (2) Drug 1: C1C(C(OC1N2C=NC3=C(N=C(N=C32)Cl)N)CO)O. Drug 2: CCC(=C(C1=CC=CC=C1)C2=CC=C(C=C2)OCCN(C)C)C3=CC=CC=C3.C(C(=O)O)C(CC(=O)O)(C(=O)O)O. Cell line: KM12. Synergy scores: CSS=31.7, Synergy_ZIP=-2.75, Synergy_Bliss=-2.72, Synergy_Loewe=-16.9, Synergy_HSA=0.336. (3) Drug 1: CC(CN1CC(=O)NC(=O)C1)N2CC(=O)NC(=O)C2. Drug 2: CCN(CC)CCCC(C)NC1=C2C=C(C=CC2=NC3=C1C=CC(=C3)Cl)OC. Cell line: U251. Synergy scores: CSS=38.2, Synergy_ZIP=-9.99, Synergy_Bliss=-3.10, Synergy_Loewe=-0.329, Synergy_HSA=-0.355. (4) Drug 2: CC(C)CN1C=NC2=C1C3=CC=CC=C3N=C2N. Cell line: BT-549. Drug 1: CC1CCC2CC(C(=CC=CC=CC(CC(C(=O)C(C(C(=CC(C(=O)CC(OC(=O)C3CCCCN3C(=O)C(=O)C1(O2)O)C(C)CC4CCC(C(C4)OC)O)C)C)O)OC)C)C)C)OC. Synergy scores: CSS=19.7, Synergy_ZIP=-3.82, Synergy_Bliss=0.0272, Synergy_Loewe=-10.7, Synergy_HSA=-1.94. (5) Drug 1: C1=CC=C(C(=C1)C(C2=CC=C(C=C2)Cl)C(Cl)Cl)Cl. Drug 2: COC1=NC(=NC2=C1N=CN2C3C(C(C(O3)CO)O)O)N. Cell line: SF-268. Synergy scores: CSS=0.529, Synergy_ZIP=0.974, Synergy_Bliss=1.93, Synergy_Loewe=0.685, Synergy_HSA=-0.249.